From a dataset of Forward reaction prediction with 1.9M reactions from USPTO patents (1976-2016). Predict the product of the given reaction. (1) Given the reactants [F:1][C:2]([F:14])([F:13])[C:3]1[CH:4]=[C:5]2[C:9](=[CH:10][CH:11]=1)[NH:8][N:7]=[C:6]2[NH2:12].C(O)(=O)C.[CH3:19][C:20](=O)[CH2:21][CH2:22][C:23](=O)[CH3:24].O, predict the reaction product. The product is: [CH3:24][C:23]1[N:12]([C:6]2[C:5]3[C:9](=[CH:10][CH:11]=[C:3]([C:2]([F:1])([F:13])[F:14])[CH:4]=3)[NH:8][N:7]=2)[C:20]([CH3:19])=[CH:21][CH:22]=1. (2) Given the reactants [F:1][CH:2]([F:19])[CH2:3][O:4][C:5]1[CH:15]=[C:14]([NH:16][CH3:17])[C:13]([NH2:18])=[CH:12][C:6]=1[C:7]([O:9][CH2:10][CH3:11])=[O:8].[Cl:20][C:21]1[CH:34]=[CH:33][C:24]([CH2:25][NH:26][C:27](=[O:32])[C:28]([CH3:31])([CH3:30])[CH3:29])=[CH:23][C:22]=1[N:35]=[C:36]=S.CC(C)N=C=NC(C)C, predict the reaction product. The product is: [Cl:20][C:21]1[CH:34]=[CH:33][C:24]([CH2:25][NH:26][C:27]([C:28]([CH3:31])([CH3:30])[CH3:29])=[O:32])=[CH:23][C:22]=1[NH:35][C:36]1[N:16]([CH3:17])[C:14]2[CH:15]=[C:5]([O:4][CH2:3][CH:2]([F:1])[F:19])[C:6]([C:7]([O:9][CH2:10][CH3:11])=[O:8])=[CH:12][C:13]=2[N:18]=1.